Task: Predict the reaction yield, written as a fraction of the theoretical maximum amount of product (1.0 means a 100% yield; for example, 0.34 means a 34% yield).. Dataset: Reaction yield outcomes from USPTO patents with 853,638 reactions The reactants are [CH3:1][C:2]1[CH:3]=[C:4]([N:9]([C:17]2[S:18][CH:19]=[CH:20][N:21]=2)[C:10](=[O:16])[O:11][C:12]([CH3:15])([CH3:14])[CH3:13])[CH:5]=[C:6]([CH3:8])[CH:7]=1.C1C(=O)N([Br:29])C(=O)C1. The catalyst is C1COCC1. The product is [Br:29][C:19]1[S:18][C:17]([N:9]([C:4]2[CH:5]=[C:6]([CH3:8])[CH:7]=[C:2]([CH3:1])[CH:3]=2)[C:10](=[O:16])[O:11][C:12]([CH3:15])([CH3:14])[CH3:13])=[N:21][CH:20]=1. The yield is 0.900.